Dataset: Peptide-MHC class I binding affinity with 185,985 pairs from IEDB/IMGT. Task: Regression. Given a peptide amino acid sequence and an MHC pseudo amino acid sequence, predict their binding affinity value. This is MHC class I binding data. (1) The peptide sequence is MADQAMTQMY. The MHC is HLA-A26:01 with pseudo-sequence HLA-A26:01. The binding affinity (normalized) is 0.266. (2) The peptide sequence is ALVSDCASTI. The MHC is HLA-A02:02 with pseudo-sequence HLA-A02:02. The binding affinity (normalized) is 0.580. (3) The peptide sequence is HSDAVEDFL. The MHC is HLA-A26:01 with pseudo-sequence HLA-A26:01. The binding affinity (normalized) is 0.0847. (4) The peptide sequence is MEFEPFQSL. The MHC is HLA-A03:01 with pseudo-sequence HLA-A03:01. The binding affinity (normalized) is 0.0847. (5) The peptide sequence is RVYINVVVK. The MHC is HLA-A24:02 with pseudo-sequence HLA-A24:02. The binding affinity (normalized) is 0.0847. (6) The peptide sequence is CSSLTEEFYH. The MHC is HLA-A03:01 with pseudo-sequence HLA-A03:01. The binding affinity (normalized) is 0.